Predict the reactants needed to synthesize the given product. From a dataset of Full USPTO retrosynthesis dataset with 1.9M reactions from patents (1976-2016). Given the product [Cl:17][C:18]1[CH:19]=[C:20]([CH:37]=[CH:38][CH:39]=1)[CH2:21][C:22]1[N:26]=[C:25]([O:9][C:7]2[C:6]([CH3:10])=[CH:5][C:3]([NH2:4])=[C:2]([CH3:1])[CH:8]=2)[S:24][N:23]=1, predict the reactants needed to synthesize it. The reactants are: [CH3:1][C:2]1[CH:8]=[C:7]([OH:9])[C:6]([CH3:10])=[CH:5][C:3]=1[NH2:4].C(=O)([O-])[O-].[K+].[K+].[Cl:17][C:18]1[CH:19]=[C:20]([CH:37]=[CH:38][CH:39]=1)[CH2:21][C:22]1[N:26]=[C:25](S(C2C=CC(C)=CC=2)(=O)=O)[S:24][N:23]=1.